Task: Predict the reaction yield, written as a fraction of the theoretical maximum amount of product (1.0 means a 100% yield; for example, 0.34 means a 34% yield).. Dataset: Reaction yield outcomes from USPTO patents with 853,638 reactions (1) The catalyst is CN(C)C=O. The reactants are [Cl:1][C:2]1[C:3]2[CH:10]=[C:9]([C:11]([O:13][CH2:14][CH3:15])=[O:12])[NH:8][C:4]=2[N:5]=[CH:6][N:7]=1.[Br:16]N1C(=O)CCC1=O. The yield is 0.860. The product is [Br:16][C:10]1[C:3]2[C:2]([Cl:1])=[N:7][CH:6]=[N:5][C:4]=2[NH:8][C:9]=1[C:11]([O:13][CH2:14][CH3:15])=[O:12]. (2) The reactants are [C:1]1([S:7]([N:10]2[C:14]3=[N:15][CH:16]=[C:17]([NH2:26])[C:18]([NH:19][CH:20]4[CH2:25][CH2:24][CH2:23][O:22][CH2:21]4)=[C:13]3[CH:12]=[CH:11]2)(=[O:9])=[O:8])[CH:6]=[CH:5][CH:4]=[CH:3][CH:2]=1.C([C@:30]([CH3:35])([OH:34])[C:31]([OH:33])=O)(=O)C.CN(C([O:43]N1N=NC2C=CC=NC1=2)=[N+](C)C)C.F[P-](F)(F)(F)(F)F.C(N([CH2:67][CH3:68])C(C)C)(C)C. The catalyst is ClCCl. The product is [C:67]([O:34][C@H:30]([CH3:35])[C:31](=[O:33])[NH:26][C:17]1[C:18]([NH:19][CH:20]2[CH2:25][CH2:24][CH2:23][O:22][CH2:21]2)=[C:13]2[CH:12]=[CH:11][N:10]([S:7]([C:1]3[CH:2]=[CH:3][CH:4]=[CH:5][CH:6]=3)(=[O:8])=[O:9])[C:14]2=[N:15][CH:16]=1)(=[O:43])[CH3:68]. The yield is 0.580.